From a dataset of Peptide-MHC class I binding affinity with 185,985 pairs from IEDB/IMGT. Regression. Given a peptide amino acid sequence and an MHC pseudo amino acid sequence, predict their binding affinity value. This is MHC class I binding data. (1) The MHC is HLA-B39:01 with pseudo-sequence HLA-B39:01. The peptide sequence is MHYGYNRAN. The binding affinity (normalized) is 0.0847. (2) The peptide sequence is AENRTYIYW. The MHC is Mamu-B3901 with pseudo-sequence Mamu-B3901. The binding affinity (normalized) is 0.119. (3) The peptide sequence is SARTNCLAV. The MHC is HLA-B58:01 with pseudo-sequence HLA-B58:01. The binding affinity (normalized) is 0.0847. (4) The peptide sequence is KLRKKSSFY. The MHC is HLA-B46:01 with pseudo-sequence HLA-B46:01. The binding affinity (normalized) is 0.0847. (5) The peptide sequence is GQRKPATSY. The MHC is Patr-B0101 with pseudo-sequence Patr-B0101. The binding affinity (normalized) is 0. (6) The peptide sequence is LEKARGSTY. The MHC is HLA-A33:01 with pseudo-sequence HLA-A33:01. The binding affinity (normalized) is 0. (7) The peptide sequence is WLRAKRKPAM. The MHC is HLA-A68:02 with pseudo-sequence HLA-A68:02. The binding affinity (normalized) is 0.264.